From a dataset of Full USPTO retrosynthesis dataset with 1.9M reactions from patents (1976-2016). Predict the reactants needed to synthesize the given product. (1) The reactants are: O[Li].[OH2:3].OO.[Cl:6][C:7]1[CH:12]=[CH:11][C:10]([CH:13]([CH:22]=[O:23])[CH2:14][N:15]([CH:19]([CH3:21])[CH3:20])[C:16](=[O:18])[O-:17])=[CH:9][CH:8]=1.[O-]S([O-])=O.[Na+].[Na+]. Given the product [C:10]([O:18][C:16]([N:15]([CH:19]([CH3:21])[CH3:20])[CH2:14][C@H:13]([C:10]1[CH:11]=[CH:12][C:7]([Cl:6])=[CH:8][CH:9]=1)[C:22]([OH:3])=[O:23])=[O:17])([CH3:13])([CH3:11])[CH3:9], predict the reactants needed to synthesize it. (2) Given the product [CH3:1][O:2][C:3]1[CH:4]=[CH:5][C:6]([N:9]2[C:13]([C:14]3[C:15]([O:20][CH3:21])=[N:16][CH:17]=[CH:18][CH:19]=3)=[CH:12][C:11]([CH:22]3[CH2:27][CH2:26][N:25]([C:32](=[O:38])[N:49]([OH:50])[CH3:48])[CH2:24][CH2:23]3)=[N:10]2)=[CH:7][CH:8]=1, predict the reactants needed to synthesize it. The reactants are: [CH3:1][O:2][C:3]1[CH:8]=[CH:7][C:6]([N:9]2[C:13]([C:14]3[C:15]([O:20][CH3:21])=[N:16][CH:17]=[CH:18][CH:19]=3)=[CH:12][C:11]([CH:22]3[CH2:27][CH2:26][NH:25][CH2:24][CH2:23]3)=[N:10]2)=[CH:5][CH:4]=1.ClC(Cl)(O[C:32](=[O:38])OC(Cl)(Cl)Cl)Cl.C(N(CC)CC)C.Cl.[CH3:48][NH:49][OH:50]. (3) Given the product [Si:1]([O:8][CH2:9][CH2:10][CH2:11][C@@:12]1([C:29]2[CH:34]=[CH:33][CH:32]=[CH:31][CH:30]=2)[O:17][C:16](=[O:18])[N:15]([C@H:19]([C:21]2[CH:22]=[CH:23][C:24]([CH2:27][O:28][CH3:37])=[CH:25][CH:26]=2)[CH3:20])[CH2:14][CH2:13]1)([C:4]([CH3:5])([CH3:6])[CH3:7])([CH3:2])[CH3:3], predict the reactants needed to synthesize it. The reactants are: [Si:1]([O:8][CH2:9][CH2:10][CH2:11][C@@:12]1([C:29]2[CH:34]=[CH:33][CH:32]=[CH:31][CH:30]=2)[O:17][C:16](=[O:18])[N:15]([C@H:19]([C:21]2[CH:26]=[CH:25][C:24]([CH2:27][OH:28])=[CH:23][CH:22]=2)[CH3:20])[CH2:14][CH2:13]1)([C:4]([CH3:7])([CH3:6])[CH3:5])([CH3:3])[CH3:2].[H-].[Na+].[CH3:37]I. (4) Given the product [CH3:1][O:2][C:3]1[CH:8]=[CH:7][C:6]([CH2:11][C:10]([C:13]2[CH:18]=[CH:17][CH:16]=[CH:15][CH:14]=2)=[O:12])=[CH:5][CH:4]=1, predict the reactants needed to synthesize it. The reactants are: [CH3:1][O:2][C:3]1[CH:8]=[CH:7][C:6](Cl)=[CH:5][CH:4]=1.[C:10]([C:13]1[CH:18]=[CH:17][CH:16]=[CH:15][CH:14]=1)(=[O:12])[CH3:11].P.